This data is from Peptide-MHC class I binding affinity with 185,985 pairs from IEDB/IMGT. The task is: Regression. Given a peptide amino acid sequence and an MHC pseudo amino acid sequence, predict their binding affinity value. This is MHC class I binding data. (1) The MHC is HLA-A03:01 with pseudo-sequence HLA-A03:01. The peptide sequence is GRIDKPILK. The binding affinity (normalized) is 0.121. (2) The peptide sequence is AIKQYGDIDL. The MHC is HLA-A02:02 with pseudo-sequence HLA-A02:02. The binding affinity (normalized) is 0.0701. (3) The peptide sequence is IRFPKTFGY. The MHC is HLA-B40:01 with pseudo-sequence HLA-B40:01. The binding affinity (normalized) is 0.0763. (4) The peptide sequence is GYRFFNKTL. The MHC is HLA-A24:02 with pseudo-sequence HLA-A24:02. The binding affinity (normalized) is 0.345. (5) The peptide sequence is CPRIFSHSF. The MHC is HLA-B27:03 with pseudo-sequence HLA-B27:03. The binding affinity (normalized) is 0.0847. (6) The peptide sequence is ALWGAFPVL. The MHC is HLA-A02:01 with pseudo-sequence HLA-A02:01. The binding affinity (normalized) is 0.776. (7) The peptide sequence is LVSAGIRKV. The MHC is HLA-A02:01 with pseudo-sequence HLA-A02:01. The binding affinity (normalized) is 0.235. (8) The peptide sequence is VSTWQGFVY. The MHC is HLA-B58:01 with pseudo-sequence HLA-B58:01. The binding affinity (normalized) is 0.494.